This data is from Forward reaction prediction with 1.9M reactions from USPTO patents (1976-2016). The task is: Predict the product of the given reaction. (1) Given the reactants Cl[C:2]1[N:7]=[C:6]([C:8]2[S:12][C:11]([CH2:13][CH3:14])=[N:10][C:9]=2[C:15]2[CH:16]=[C:17]([NH:21][C:22](=[O:31])[C:23]3[C:28]([F:29])=[CH:27][CH:26]=[CH:25][C:24]=3[F:30])[CH:18]=[CH:19][CH:20]=2)[CH:5]=[CH:4][N:3]=1.[N:32]1([CH2:37][C:38]2[CH:39]=[C:40]([NH2:44])[CH:41]=[CH:42][CH:43]=2)[CH2:36][CH2:35][CH2:34][CH2:33]1, predict the reaction product. The product is: [CH2:13]([C:11]1[S:12][C:8]([C:6]2[CH:5]=[CH:4][N:3]=[C:2]([NH:44][C:40]3[CH:41]=[CH:42][CH:43]=[C:38]([CH2:37][N:32]4[CH2:33][CH2:34][CH2:35][CH2:36]4)[CH:39]=3)[N:7]=2)=[C:9]([C:15]2[CH:16]=[C:17]([NH:21][C:22](=[O:31])[C:23]3[C:28]([F:29])=[CH:27][CH:26]=[CH:25][C:24]=3[F:30])[CH:18]=[CH:19][CH:20]=2)[N:10]=1)[CH3:14]. (2) Given the reactants [C:1]([O:5][C:6]([N:8]1[C:16]2[C:11](=[CH:12][CH:13]=[C:14]([O:17][Si](C(C)(C)C)(C)C)[CH:15]=2)[CH:10]=[C:9]1[C:25]1[C:26]2[S:39][C:38]([C:40]3[CH:45]=[CH:44][CH:43]=[CH:42][CH:41]=3)=[CH:37][C:27]=2[N:28]([C:30]([O:32][C:33]([CH3:36])([CH3:35])[CH3:34])=[O:31])[N:29]=1)=[O:7])([CH3:4])([CH3:3])[CH3:2].[F-].C([N+](CCCC)(CCCC)CCCC)CCC, predict the reaction product. The product is: [C:1]([O:5][C:6]([N:8]1[C:16]2[C:11](=[CH:12][CH:13]=[C:14]([OH:17])[CH:15]=2)[CH:10]=[C:9]1[C:25]1[C:26]2[S:39][C:38]([C:40]3[CH:41]=[CH:42][CH:43]=[CH:44][CH:45]=3)=[CH:37][C:27]=2[N:28]([C:30]([O:32][C:33]([CH3:36])([CH3:35])[CH3:34])=[O:31])[N:29]=1)=[O:7])([CH3:2])([CH3:3])[CH3:4]. (3) Given the reactants [Cl-].[CH:2]1([NH:5][C:6](=[O:12])[CH2:7][CH2:8][CH2:9][NH2+:10][CH3:11])[CH2:4][CH2:3]1.[CH3:13][N:14]1[C:26]2[CH2:25][CH2:24][CH:23]([CH:27]3[CH2:32][CH2:31][O:30][CH2:29][CH2:28]3)[CH2:22][C:21]=2[C:20]2[C:15]1=[CH:16][CH:17]=[C:18]([C:33]([OH:35])=O)[CH:19]=2.CCN(C(C)C)C(C)C.CN(C(ON1N=NC2C=CC=NC1=2)=[N+](C)C)C.F[P-](F)(F)(F)(F)F, predict the reaction product. The product is: [CH:2]1([NH:5][C:6](=[O:12])[CH2:7][CH2:8][CH2:9][N:10]([CH3:11])[C:33]([C:18]2[CH:19]=[C:20]3[C:15](=[CH:16][CH:17]=2)[N:14]([CH3:13])[C:26]2[CH2:25][CH2:24][CH:23]([CH:27]4[CH2:32][CH2:31][O:30][CH2:29][CH2:28]4)[CH2:22][C:21]3=2)=[O:35])[CH2:3][CH2:4]1.